This data is from Full USPTO retrosynthesis dataset with 1.9M reactions from patents (1976-2016). The task is: Predict the reactants needed to synthesize the given product. (1) Given the product [CH3:14][O:13][C:5]1[CH:6]=[CH:7][C:8]([N:10]2[C:11](=[S:12])[NH:19][N:18]=[CH:16]2)=[CH:9][C:4]=1[C:3]([OH:2])=[O:15], predict the reactants needed to synthesize it. The reactants are: C[O:2][C:3](=[O:15])[C:4]1[CH:9]=[C:8]([N:10]=[C:11]=[S:12])[CH:7]=[CH:6][C:5]=1[O:13][CH3:14].[CH:16]([NH:18][NH2:19])=O. (2) The reactants are: [NH2:1][C:2]1[N:7]=[C:6]([NH:8][C:9]([C:11]2[C:12]([CH3:24])=[N:13][N:14](COCC[Si](C)(C)C)[CH:15]=2)=[O:10])[CH:5]=[CH:4][C:3]=1[C:25]1[CH:30]=[CH:29][CH:28]=[CH:27][C:26]=1[O:31][C:32]([F:35])([F:34])[F:33].NC1N=C(NC(C2C(C)N(COCC[Si](C)(C)C)NC=2)=O)C=CC=1C1C=CC=CC=1OC(F)(F)F.Cl. Given the product [NH2:1][C:2]1[N:7]=[C:6]([NH:8][C:9]([C:11]2[C:12]([CH3:24])=[N:13][NH:14][CH:15]=2)=[O:10])[CH:5]=[CH:4][C:3]=1[C:25]1[CH:30]=[CH:29][CH:28]=[CH:27][C:26]=1[O:31][C:32]([F:33])([F:35])[F:34], predict the reactants needed to synthesize it. (3) The reactants are: [F:1][C:2]1[CH:12]=[CH:11][C:5]([CH2:6][P:7](Cl)(Cl)=[O:8])=[CH:4][CH:3]=1.[CH:13]([Mg]Br)=[CH2:14].[Cl-].[NH4+].[CH2:19]1COC[CH2:20]1. Given the product [F:1][C:2]1[CH:12]=[CH:11][C:5]([CH2:6][P:7](=[O:8])([CH:13]=[CH2:14])[CH:19]=[CH2:20])=[CH:4][CH:3]=1, predict the reactants needed to synthesize it. (4) Given the product [Br:1][C:2]1[CH:3]=[C:4]([CH:17]=[CH:18][CH:19]=1)[CH2:5][NH:6][C:7]1[CH:12]=[C:11]([N:23]2[CH2:22][CH2:21][N:20]([C:26]([O:28][C:29]([CH3:32])([CH3:31])[CH3:30])=[O:27])[CH2:25][CH2:24]2)[CH:10]=[CH:9][C:8]=1[N+:14]([O-:16])=[O:15], predict the reactants needed to synthesize it. The reactants are: [Br:1][C:2]1[CH:3]=[C:4]([CH:17]=[CH:18][CH:19]=1)[CH2:5][NH:6][C:7]1[CH:12]=[C:11](F)[CH:10]=[CH:9][C:8]=1[N+:14]([O-:16])=[O:15].[N:20]1([C:26]([O:28][C:29]([CH3:32])([CH3:31])[CH3:30])=[O:27])[CH2:25][CH2:24][NH:23][CH2:22][CH2:21]1.C(N(CC)C(C)C)(C)C. (5) The reactants are: [NH2:1][C:2]1[CH:10]=[C:9]([F:11])[CH:8]=[C:7]([F:12])[C:3]=1[C:4](O)=[O:5].CC[N:15]=C=NCCCN(C)C.Cl.Cl.C1C=CC2N(O)N=NC=2C=1.C(N(CC)CC)C.[OH-].[NH4+]. Given the product [NH2:1][C:2]1[CH:10]=[C:9]([F:11])[CH:8]=[C:7]([F:12])[C:3]=1[C:4]([NH2:15])=[O:5], predict the reactants needed to synthesize it. (6) Given the product [NH2:1][C:2]1[C:10]([N+:11]([O-:13])=[O:12])=[CH:9][CH:8]=[CH:7][C:3]=1[CH2:4][OH:5], predict the reactants needed to synthesize it. The reactants are: [NH2:1][C:2]1[C:10]([N+:11]([O-:13])=[O:12])=[CH:9][CH:8]=[CH:7][C:3]=1[C:4](O)=[O:5].S(Cl)(Cl)=O.[BH4-].[Na+].O. (7) The reactants are: [CH3:1][O:2][C:3]1[CH:4]=[CH:5][C:6]2[O:10][C:9]([CH:11]([NH:18][C:19]3[CH:27]=[CH:26][C:22]([C:23]([OH:25])=O)=[CH:21][CH:20]=3)[CH2:12][CH2:13][CH2:14][CH2:15][S:16][CH3:17])=[C:8]([CH3:28])[C:7]=2[CH:29]=1.Cl.[CH2:31]([O:33][C:34](=[O:38])[CH2:35][CH2:36][NH2:37])[CH3:32].O.ON1C2C=CC=CC=2N=N1.Cl.C(N=C=NCCCN(C)C)C.[Cl-].[NH4+]. Given the product [CH3:1][O:2][C:3]1[CH:4]=[CH:5][C:6]2[O:10][C:9]([CH:11]([NH:18][C:19]3[CH:20]=[CH:21][C:22]([C:23]([NH:37][CH2:36][CH2:35][C:34]([O:33][CH2:31][CH3:32])=[O:38])=[O:25])=[CH:26][CH:27]=3)[CH2:12][CH2:13][CH2:14][CH2:15][S:16][CH3:17])=[C:8]([CH3:28])[C:7]=2[CH:29]=1, predict the reactants needed to synthesize it.